Dataset: Retrosynthesis with 50K atom-mapped reactions and 10 reaction types from USPTO. Task: Predict the reactants needed to synthesize the given product. (1) Given the product CSc1nccc(C(=O)N(C)N)n1, predict the reactants needed to synthesize it. The reactants are: CNN.CSc1nccc(C(=O)Cl)n1. (2) Given the product O=[N+]([O-])c1ccc(Nc2ccccn2)nc1, predict the reactants needed to synthesize it. The reactants are: Brc1ccccn1.Nc1ccc([N+](=O)[O-])cn1.